From a dataset of Catalyst prediction with 721,799 reactions and 888 catalyst types from USPTO. Predict which catalyst facilitates the given reaction. (1) Reactant: C(OC([N:8]1[CH2:12][CH2:11][C@H:10]([OH:13])[CH2:9]1)=O)(C)(C)C.C[Si](C)(C)[N-][Si](C)(C)C.[Na+].[CH:24]1([CH2:27]Br)[CH2:26][CH2:25]1.C(=O)([O-])O.[Na+].O1CCOCC1.[ClH:40]. Product: [ClH:40].[CH:24]1([CH2:27][O:13][C@H:10]2[CH2:11][CH2:12][NH:8][CH2:9]2)[CH2:26][CH2:25]1. The catalyst class is: 9. (2) Reactant: [N:1]([C@@H:4]([CH:14]1[CH2:19][CH2:18][O:17][CH2:16][CH2:15]1)[CH2:5][O:6][Si:7]([C:10]([CH3:13])([CH3:12])[CH3:11])([CH3:9])[CH3:8])=[N+]=[N-]. Product: [Si:7]([O:6][CH2:5][C@H:4]([CH:14]1[CH2:15][CH2:16][O:17][CH2:18][CH2:19]1)[NH2:1])([C:10]([CH3:13])([CH3:12])[CH3:11])([CH3:9])[CH3:8]. The catalyst class is: 19. (3) The catalyst class is: 336. Product: [CH2:12]([N:8]1[CH2:9][C:10]2[NH:1][C:2](=[O:11])[CH:3]=[CH:4][C:5]=2[CH2:6][CH2:7]1)[C:13]1[CH:18]=[CH:17][CH:16]=[CH:15][CH:14]=1. Reactant: [NH:1]1[C:10]2[C:5](=[CH:6][CH:7]=[N:8][CH:9]=2)[CH:4]=[CH:3][C:2]1=[O:11].[CH2:12](Br)[C:13]1[CH:18]=[CH:17][CH:16]=[CH:15][CH:14]=1.[BH4-].[Na+].Cl.[OH-].[Na+]. (4) Reactant: [C:1]1([CH2:7][CH2:8][CH:9]=[CH:10][C@H:11]2[CH2:16][CH2:15][C@H:14]([NH:17][C:18]3[N:23]=[CH:22][N:21]=[C:20]4[NH:24][N:25]=[CH:26][C:19]=34)[CH2:13][CH2:12]2)[CH:6]=[CH:5][CH:4]=[CH:3][CH:2]=1. Product: [C:1]1([CH2:7][CH2:8][CH2:9][CH2:10][C@H:11]2[CH2:12][CH2:13][C@H:14]([NH:17][C:18]3[N:23]=[CH:22][N:21]=[C:20]4[NH:24][N:25]=[CH:26][C:19]=34)[CH2:15][CH2:16]2)[CH:6]=[CH:5][CH:4]=[CH:3][CH:2]=1. The catalyst class is: 63. (5) Reactant: [N:1]1([C:7]2[N:15]=[C:14]3[C:10]([N:11](COCC[Si](C)(C)C)[C:12]([C:16]([C:18]4[CH:19]=[C:20]([CH3:24])[CH:21]=[CH:22][CH:23]=4)=[O:17])=[N:13]3)=[C:9]([N:33]3[CH2:38][CH2:37][O:36][CH2:35][CH2:34]3)[N:8]=2)[CH2:6][CH2:5][O:4][CH2:3][CH2:2]1. Product: [N:1]1([C:7]2[N:15]=[C:14]3[C:10]([NH:11][C:12]([C:16]([C:18]4[CH:19]=[C:20]([CH3:24])[CH:21]=[CH:22][CH:23]=4)=[O:17])=[N:13]3)=[C:9]([N:33]3[CH2:38][CH2:37][O:36][CH2:35][CH2:34]3)[N:8]=2)[CH2:6][CH2:5][O:4][CH2:3][CH2:2]1. The catalyst class is: 361. (6) Reactant: CS([O:5][C@H:6]1[CH2:11][CH2:10][C@@H:9]([NH:12][C:13]([O:15][C:16]([CH3:19])([CH3:18])[CH3:17])=[O:14])[CH2:8][CH2:7]1)(=O)=O.[Cl:20][C:21]1[CH:22]=[C:23](O)[C:24]([CH3:31])=[C:25]([CH:30]=1)[C:26]([O:28][CH3:29])=[O:27].C(=O)([O-])[O-].[Cs+].[Cs+].Cl. Product: [C:16]([O:15][C:13]([NH:12][C@H:9]1[CH2:10][CH2:11][C@H:6]([O:5][C:23]2[C:24]([CH3:31])=[C:25]([CH:30]=[C:21]([Cl:20])[CH:22]=2)[C:26]([O:28][CH3:29])=[O:27])[CH2:7][CH2:8]1)=[O:14])([CH3:19])([CH3:18])[CH3:17]. The catalyst class is: 9. (7) Product: [CH3:26][O:25][C:21](=[O:24])[CH2:22][CH2:23][N:9]1[C:8]2[CH:7]=[CH:6][CH:5]=[C:4]([CH:1]([CH3:3])[CH3:2])[C:13]=2[O:12][CH2:11][C:10]1=[O:14]. Reactant: [CH:1]([C:4]1[C:13]2[O:12][CH2:11][C:10](=[O:14])[NH:9][C:8]=2[CH:7]=[CH:6][CH:5]=1)([CH3:3])[CH3:2].C(=O)([O-])[O-].[K+].[K+].[C:21]([O:25][CH3:26])(=[O:24])[CH:22]=[CH2:23].O. The catalyst class is: 9.